Predict the product of the given reaction. From a dataset of Forward reaction prediction with 1.9M reactions from USPTO patents (1976-2016). Given the reactants Cl[Si:2]([CH3:5])([CH3:4])[CH3:3].[CH:6]([O:9]C(C)C)(C)[CH3:7].Cl[CH2:14][Cl:15], predict the reaction product. The product is: [Cl:15][CH2:14][CH2:7][CH2:6][O:9][Si:2]([CH3:5])([CH3:4])[CH3:3].